Predict the product of the given reaction. From a dataset of Forward reaction prediction with 1.9M reactions from USPTO patents (1976-2016). (1) Given the reactants [CH3:1][N:2]([CH3:15])[CH2:3][CH2:4][O:5][C:6]1[CH:11]=[CH:10][C:9]([N+:12]([O-])=O)=[CH:8][CH:7]=1, predict the reaction product. The product is: [CH3:1][N:2]([CH3:15])[CH2:3][CH2:4][O:5][C:6]1[CH:11]=[CH:10][C:9]([NH2:12])=[CH:8][CH:7]=1. (2) Given the reactants [C:1]([C:3]1[CH:8]=[CH:7][C:6]([C:9]2[N:13]3[CH:14]=[C:15]([C:19]4[CH:27]=[CH:26][C:22]([C:23]([O-:25])=[O:24])=[CH:21][CH:20]=4)[C:16]([CH3:18])=[CH:17][C:12]3=[N:11][CH:10]=2)=[CH:5][CH:4]=1)#[N:2].[Li+].[OH-], predict the reaction product. The product is: [C:1]([C:3]1[CH:4]=[CH:5][C:6]([C:9]2[N:13]3[CH:14]=[C:15]([C:19]4[CH:27]=[CH:26][C:22]([C:23]([OH:25])=[O:24])=[CH:21][CH:20]=4)[C:16]([CH3:18])=[CH:17][C:12]3=[N:11][CH:10]=2)=[CH:7][CH:8]=1)#[N:2].